From a dataset of Forward reaction prediction with 1.9M reactions from USPTO patents (1976-2016). Predict the product of the given reaction. (1) Given the reactants [C:1]([C:4]1[C:32](=[O:33])[C@@:8]2([CH3:34])[C:9]3[C:15]([OH:16])=[CH:14][C:13]([O:17][CH3:18])=[C:12]([C:19]([NH:21][CH2:22][C:23]4[C:28]([CH3:29])=[CH:27][C:26]([OH:30])=[CH:25][C:24]=4[CH3:31])=[O:20])[C:10]=3[O:11][C:7]2=[CH:6][C:5]=1[OH:35])(=[O:3])[CH3:2].C(=O)([O-])[O-].[K+].[K+].[CH2:42](I)[CH2:43][CH3:44].Cl, predict the reaction product. The product is: [C:1]([C:4]1[C:32](=[O:33])[C@@:8]2([CH3:34])[C:9]3[C:15]([OH:16])=[CH:14][C:13]([O:17][CH3:18])=[C:12]([C:19]([NH:21][CH2:22][C:23]4[C:28]([CH3:29])=[CH:27][C:26]([O:30][CH2:42][CH2:43][CH3:44])=[CH:25][C:24]=4[CH3:31])=[O:20])[C:10]=3[O:11][C:7]2=[CH:6][C:5]=1[OH:35])(=[O:3])[CH3:2]. (2) Given the reactants CC1(C)CCCC(C)(C)N1.C([Li])CCC.CCCCCC.[F:22][C:23]1[CH:28]=[CH:27][C:26]([O:29][CH3:30])=[C:25]([Cl:31])[C:24]=1[Si:32]([CH3:35])([CH3:34])[CH3:33].[Cl:36][C:37]1[CH:54]=[CH:53][C:40]([O:41][C:42]2[CH:49]=[CH:48][C:45]([CH:46]=[O:47])=[C:44]([CH2:50][CH2:51][CH3:52])[CH:43]=2)=[CH:39][CH:38]=1.[Cl-].[NH4+], predict the reaction product. The product is: [Cl:31][C:25]1[C:26]([O:29][CH3:30])=[CH:27][C:28]([CH:46]([C:45]2[CH:48]=[CH:49][C:42]([O:41][C:40]3[CH:53]=[CH:54][C:37]([Cl:36])=[CH:38][CH:39]=3)=[CH:43][C:44]=2[CH2:50][CH2:51][CH3:52])[OH:47])=[C:23]([F:22])[C:24]=1[Si:32]([CH3:34])([CH3:33])[CH3:35]. (3) The product is: [ClH:34].[CH2:10]([O:12][C@H:13]1[CH2:18][CH2:17][C@H:16]([N:19]2[CH2:20][CH2:21][CH:22]([N:25]3[C:26]4[CH:31]=[C:30]([CH3:32])[CH:29]=[CH:28][C:27]=4[O:33][C:35]3=[O:37])[CH2:23][CH2:24]2)[CH2:15][CH2:14]1)[CH3:11]. Given the reactants C(N(C(C)C)CC)(C)C.[CH2:10]([O:12][C@H:13]1[CH2:18][CH2:17][C@H:16]([N:19]2[CH2:24][CH2:23][CH:22]([NH:25][C:26]3[CH:31]=[C:30]([CH3:32])[CH:29]=[CH:28][C:27]=3[OH:33])[CH2:21][CH2:20]2)[CH2:15][CH2:14]1)[CH3:11].[Cl:34][C:35](Cl)([O:37]C(=O)OC(Cl)(Cl)Cl)Cl, predict the reaction product.